Dataset: Reaction yield outcomes from USPTO patents with 853,638 reactions. Task: Predict the reaction yield, written as a fraction of the theoretical maximum amount of product (1.0 means a 100% yield; for example, 0.34 means a 34% yield). (1) The product is [CH3:1][O:2][C:3](=[O:14])[CH2:4][CH2:5][C:6]1[CH:7]=[N:8][C:9]([O:12][CH3:13])=[CH:10][CH:11]=1. The reactants are [CH3:1][O:2][C:3](=[O:14])[CH:4]=[CH:5][C:6]1[CH:7]=[N:8][C:9]([O:12][CH3:13])=[CH:10][CH:11]=1.C(Cl)Cl. The catalyst is [Pd].CCO. The yield is 0.930. (2) The reactants are [CH2:1]([OH:13])[CH2:2][O:3][CH2:4][CH2:5][O:6][CH2:7][CH2:8][O:9][CH2:10][CH2:11][OH:12].[OH-].[Na+].[CH2:16](Cl)[C:17]1[CH:22]=[CH:21][CH:20]=[CH:19][CH:18]=1. The catalyst is [Na+].[Cl-]. The product is [CH2:16]([O:12][CH2:11][CH2:10][O:9][CH2:8][CH2:7][O:6][CH2:5][CH2:4][O:3][CH2:2][CH2:1][OH:13])[C:17]1[CH:22]=[CH:21][CH:20]=[CH:19][CH:18]=1. The yield is 0.710. (3) The reactants are [CH3:1][O:2][C:3]1[CH:38]=[CH:37][C:6]([CH2:7][N:8]2[C:12]3=[N:13][CH:14]=[CH:15][C:16]([NH:17][C:18]4[CH:26]=[CH:25][C:21]([C:22]([OH:24])=O)=[CH:20][CH:19]=4)=[C:11]3[C:10]([NH:27][C@@H:28]3[CH2:32][CH2:31][N:30]([C:33](=[O:36])[CH2:34][CH3:35])[CH2:29]3)=[N:9]2)=[CH:5][CH:4]=1.[F:39][C:40]([F:49])([F:48])[C:41]1[CH:46]=[CH:45][N:44]=[C:43]([NH2:47])[CH:42]=1.O=P(Cl)(Cl)Cl. The catalyst is N1C=CC=CC=1. The product is [CH3:1][O:2][C:3]1[CH:38]=[CH:37][C:6]([CH2:7][N:8]2[C:12]3=[N:13][CH:14]=[CH:15][C:16]([NH:17][C:18]4[CH:26]=[CH:25][C:21]([C:22]([NH:47][C:43]5[CH:42]=[C:41]([C:40]([F:48])([F:39])[F:49])[CH:46]=[CH:45][N:44]=5)=[O:24])=[CH:20][CH:19]=4)=[C:11]3[C:10]([NH:27][C@@H:28]3[CH2:32][CH2:31][N:30]([C:33](=[O:36])[CH2:34][CH3:35])[CH2:29]3)=[N:9]2)=[CH:5][CH:4]=1. The yield is 0.230. (4) The reactants are [Cl:1][C:2]1[CH:10]=[CH:9][CH:8]=[C:7]([N+:11]([O-:13])=[O:12])[C:3]=1[C:4]([OH:6])=O.[NH2:14][CH:15]1[CH2:20][CH2:19][N:18]([CH2:21][C:22]2[CH:27]=[CH:26][CH:25]=[CH:24][CH:23]=2)[CH2:17][CH2:16]1.ON1C2C=CC=CC=2N=N1.CN(C)CCCN=C=NCC.C(N(CC)CC)C. The catalyst is C(OCC)(=O)C. The product is [CH2:21]([N:18]1[CH2:19][CH2:20][CH:15]([NH:14][C:4](=[O:6])[C:3]2[C:7]([N+:11]([O-:13])=[O:12])=[CH:8][CH:9]=[CH:10][C:2]=2[Cl:1])[CH2:16][CH2:17]1)[C:22]1[CH:23]=[CH:24][CH:25]=[CH:26][CH:27]=1. The yield is 0.850. (5) The yield is 0.979. The reactants are [N+:1]([O-:4])([O-])=[O:2].[Na+].[CH3:6][C:7]1[C:15]([CH3:17])([CH3:16])[C:14]2[C:9](=[CH:10][CH:11]=[CH:12][CH:13]=2)[N:8]=1.[OH-].[Na+]. The product is [N+:1]([C:12]1[CH:13]=[C:14]2[C:9](=[CH:10][CH:11]=1)[N:8]=[C:7]([CH3:6])[C:15]2([CH3:17])[CH3:16])([O-:4])=[O:2]. The catalyst is S(=O)(=O)(O)O.O.